Dataset: Catalyst prediction with 721,799 reactions and 888 catalyst types from USPTO. Task: Predict which catalyst facilitates the given reaction. (1) Reactant: [Cl:1][C:2]1[CH:7]=[CH:6][C:5]([NH:8][C:9]2[CH:16]=[CH:15][C:14]([CH:17]([CH3:19])[CH3:18])=[CH:13][C:10]=2[C:11]#[N:12])=[C:4]([N+:20]([O-])=O)[CH:3]=1.[Sn](Cl)Cl. Product: [ClH:1].[Cl:1][C:2]1[CH:7]=[CH:6][C:5]2[NH:8][C:9]3[CH:16]=[CH:15][C:14]([CH:17]([CH3:19])[CH3:18])=[CH:13][C:10]=3[C:11]([NH2:12])=[N:20][C:4]=2[CH:3]=1. The catalyst class is: 361. (2) Reactant: [OH:1][C:2]1[C:27]([O:28][CH3:29])=[CH:26][C:5]2[C:6]3[N:11]([CH:12]([C:14]([CH3:19])([CH3:18])[CH2:15][O:16][CH3:17])[CH2:13][C:4]=2[CH:3]=1)[CH:10]=[C:9]([C:20]([O:22][CH2:23][CH3:24])=[O:21])[C:8](=[O:25])[CH:7]=3.[C:30](=O)([O-])[O-].[K+].[K+].IC.O. Product: [CH3:30][O:1][C:2]1[C:27]([O:28][CH3:29])=[CH:26][C:5]2[C:6]3[N:11]([CH:12]([C:14]([CH3:18])([CH3:19])[CH2:15][O:16][CH3:17])[CH2:13][C:4]=2[CH:3]=1)[CH:10]=[C:9]([C:20]([O:22][CH2:23][CH3:24])=[O:21])[C:8](=[O:25])[CH:7]=3. The catalyst class is: 3. (3) Reactant: Cl[C:2]1[C:11]2[C:6](=[CH:7][C:8]([CH2:12][N:13]3[CH:17]=[C:16]([C:18]([OH:25])([C:21]([F:24])([F:23])[F:22])[CH2:19][CH3:20])[N:15]=[N:14]3)=[CH:9][CH:10]=2)[N:5]=[C:4]([C:26]#[N:27])[CH:3]=1.[F:28][C:29]1[CH:30]=[C:31](B(O)O)[CH:32]=[CH:33][C:34]=1[F:35].C([O-])([O-])=O.[Na+].[Na+]. The catalyst class is: 104. Product: [F:28][C:29]1[CH:30]=[C:31]([C:2]2[C:11]3[C:6](=[CH:7][C:8]([CH2:12][N:13]4[CH:17]=[C:16]([C@:18]([OH:25])([C:21]([F:22])([F:24])[F:23])[CH2:19][CH3:20])[N:15]=[N:14]4)=[CH:9][CH:10]=3)[N:5]=[C:4]([C:26]#[N:27])[CH:3]=2)[CH:32]=[CH:33][C:34]=1[F:35]. (4) Reactant: [Cl:1][C:2]1[CH:7]=[CH:6][C:5]([CH:8]([C:19]2[CH:24]=[CH:23][C:22]([Cl:25])=[CH:21][CH:20]=2)[C:9]2[S:13][C:12]([C:14]([O:16]CC)=[O:15])=[CH:11][CH:10]=2)=[CH:4][CH:3]=1.[OH-].[Na+]. Product: [Cl:25][C:22]1[CH:21]=[CH:20][C:19]([CH:8]([C:5]2[CH:4]=[CH:3][C:2]([Cl:1])=[CH:7][CH:6]=2)[C:9]2[S:13][C:12]([C:14]([OH:16])=[O:15])=[CH:11][CH:10]=2)=[CH:24][CH:23]=1. The catalyst class is: 5. (5) Reactant: [H-].[Al+3].[Li+].[H-].[H-].[H-].C([O:9][C:10]([C@H:12]1[C@@H:17]([NH:18][C:19]([C:21]2[CH:22]=[CH:23][C:24]3[S:29][CH2:28][C:27](=[O:30])[NH:26][C:25]=3[CH:31]=2)=[O:20])[CH2:16][CH2:15][N:14]([CH2:32][CH2:33][O:34][C:35]2[CH:44]=[N:43][C:42]3[C:37](=[CH:38][C:39]([O:45][CH3:46])=[CH:40][CH:41]=3)[N:36]=2)[CH2:13]1)=O)C. Product: [OH:9][CH2:10][C@@H:12]1[C@@H:17]([NH:18][C:19]([C:21]2[CH:22]=[CH:23][C:24]3[S:29][CH2:28][C:27](=[O:30])[NH:26][C:25]=3[CH:31]=2)=[O:20])[CH2:16][CH2:15][N:14]([CH2:32][CH2:33][O:34][C:35]2[CH:44]=[N:43][C:42]3[C:37](=[CH:38][C:39]([O:45][CH3:46])=[CH:40][CH:41]=3)[N:36]=2)[CH2:13]1. The catalyst class is: 7. (6) Reactant: [OH-].[Li+].C[O:4][C:5](=[O:29])[CH2:6][C:7]1[CH:12]=[CH:11][C:10]([C:13]2[CH:18]=[CH:17][CH:16]=[C:15]([CH2:19][N:20]3[CH2:28][C:27]4[C:22](=[CH:23][CH:24]=[CH:25][CH:26]=4)[CH2:21]3)[CH:14]=2)=[CH:9][CH:8]=1.C(O)(=O)C. Product: [CH2:21]1[C:22]2[C:27](=[CH:26][CH:25]=[CH:24][CH:23]=2)[CH2:28][N:20]1[CH2:19][C:15]1[CH:14]=[C:13]([C:10]2[CH:9]=[CH:8][C:7]([CH2:6][C:5]([OH:29])=[O:4])=[CH:12][CH:11]=2)[CH:18]=[CH:17][CH:16]=1. The catalyst class is: 132. (7) Reactant: [CH3:1][Si:2]([CH3:28])([CH3:27])[CH2:3][CH2:4][O:5][CH2:6][N:7]1[CH:11]=[CH:10][C:9]([NH:12][C:13]2[N:18]=[C:17]([CH2:19][C:20]3([OH:26])[CH2:25][CH2:24][NH:23][CH2:22][CH2:21]3)[CH:16]=[CH:15][CH:14]=2)=[N:8]1.[Cl:29][C:30]1[C:31]([F:39])=[C:32]([CH:36]=[CH:37][CH:38]=1)[C:33](O)=[O:34].O.OC1C2N=NNC=2C=CC=1.Cl.CN(C)CCCN=C=NCC.C(=O)(O)[O-].[Na+]. Product: [Cl:29][C:30]1[C:31]([F:39])=[C:32]([CH:36]=[CH:37][CH:38]=1)[C:33]([N:23]1[CH2:22][CH2:21][C:20]([CH2:19][C:17]2[CH:16]=[CH:15][CH:14]=[C:13]([NH:12][C:9]3[CH:10]=[CH:11][N:7]([CH2:6][O:5][CH2:4][CH2:3][Si:2]([CH3:27])([CH3:1])[CH3:28])[N:8]=3)[N:18]=2)([OH:26])[CH2:25][CH2:24]1)=[O:34]. The catalyst class is: 22. (8) Reactant: I[C:2]1[C:3]([NH:8][C@@H:9]([CH:11]2[CH2:16][CH2:15][O:14][CH2:13][CH2:12]2)[CH3:10])=[N:4][CH:5]=[CH:6][CH:7]=1.C1(C2C=CC=CC=2)C(O)=CC=CC=1.C(=O)([O-])[O-].[Cs+].[Cs+].O[C:37]([CH3:44])=[CH:38][C:39]([O:41][CH2:42][CH3:43])=[O:40]. Product: [CH3:44][C:37]1[N:8]([C@@H:9]([CH:11]2[CH2:16][CH2:15][O:14][CH2:13][CH2:12]2)[CH3:10])[C:3]2=[N:4][CH:5]=[CH:6][CH:7]=[C:2]2[C:38]=1[C:39]([O:41][CH2:42][CH3:43])=[O:40]. The catalyst class is: 356. (9) Product: [C:41]([O:45][C:46]([N:48]1[CH2:49][CH2:50][CH:51]([O:54][NH:55][C:19]([C:11]2[O:12][C:13]3[CH:18]=[CH:17][N:16]=[CH:15][C:14]=3[C:10]=2[NH:9][C:3]2[CH:4]=[CH:5][C:6]([I:8])=[CH:7][C:2]=2[F:1])=[O:21])[CH2:52][CH2:53]1)=[O:47])([CH3:44])([CH3:42])[CH3:43]. The catalyst class is: 1. Reactant: [F:1][C:2]1[CH:7]=[C:6]([I:8])[CH:5]=[CH:4][C:3]=1[NH:9][C:10]1[C:14]2[CH:15]=[N:16][CH:17]=[CH:18][C:13]=2[O:12][C:11]=1[C:19]([OH:21])=O.C1C=CC2N(O)N=NC=2C=1.CCN(C(C)C)C(C)C.[C:41]([O:45][C:46]([N:48]1[CH2:53][CH2:52][CH:51]([O:54][NH2:55])[CH2:50][CH2:49]1)=[O:47])([CH3:44])([CH3:43])[CH3:42].